Dataset: Full USPTO retrosynthesis dataset with 1.9M reactions from patents (1976-2016). Task: Predict the reactants needed to synthesize the given product. (1) The reactants are: [CH:1]1([C:5]2[NH:13][C:12]3[C:11](=[O:14])[NH:10]/[C:9](=[N:15]\[NH2:16])/[N:8]([CH2:17][CH2:18][CH2:19][CH2:20][CH3:21])[C:7]=3[N:6]=2)[CH2:4][CH2:3][CH2:2]1.[C:22](OCC)(OCC)(OCC)[CH3:23]. Given the product [CH:1]1([C:5]2[NH:13][C:12]3[C:11](=[O:14])[N:10]4[C:22]([CH3:23])=[N:16][N:15]=[C:9]4[N:8]([CH2:17][CH2:18][CH2:19][CH2:20][CH3:21])[C:7]=3[N:6]=2)[CH2:2][CH2:3][CH2:4]1, predict the reactants needed to synthesize it. (2) Given the product [Cl:1][C:2]1[CH:3]=[C:4]([NH:16][C:17]2[C:26]3[C:21](=[CH:22][C:23]([O:39][CH2:40][CH3:41])=[C:24]([NH:27][C:28](=[O:38])/[CH:29]=[CH:67]/[CH:63]4[CH2:64][CH2:65][CH2:66][N:62]4[CH3:61])[CH:25]=3)[N:20]=[CH:19][C:18]=2[C:42]#[N:43])[CH:5]=[CH:6][C:7]=1[O:8][CH2:9][C:10]1[CH:15]=[CH:14][CH:13]=[CH:12][N:11]=1, predict the reactants needed to synthesize it. The reactants are: [Cl:1][C:2]1[CH:3]=[C:4]([NH:16][C:17]2[C:26]3[C:21](=[CH:22][C:23]([O:39][CH2:40][CH3:41])=[C:24]([NH:27][C:28](=[O:38])[CH2:29]P(OCC)(OCC)=O)[CH:25]=3)[N:20]=[CH:19][C:18]=2[C:42]#[N:43])[CH:5]=[CH:6][C:7]=1[O:8][CH2:9][C:10]1[CH:15]=[CH:14][CH:13]=[CH:12][N:11]=1.C[Si]([N-][Si](C)(C)C)(C)C.[Li+].C1(C)C=CC=CC=1.[CH3:61][N:62]1[CH2:66][CH2:65][CH2:64][CH:63]1[CH:67]=O.